Dataset: Catalyst prediction with 721,799 reactions and 888 catalyst types from USPTO. Task: Predict which catalyst facilitates the given reaction. (1) Reactant: [Cl:1][C:2]1[C:7]([Cl:8])=[CH:6][CH:5]=[CH:4][C:3]=1[S:9]([N:12]([C:21]1[C:26]([O:27][CH3:28])=[N:25][C:24](Cl)=[CH:23][N:22]=1)[CH2:13][O:14][CH2:15][CH2:16][Si:17]([CH3:20])([CH3:19])[CH3:18])(=[O:11])=[O:10].Cl.[CH3:31][O:32][C:33](=[O:38])[C@@H:34]([CH2:36][SH:37])[NH2:35].C(=O)([O-])[O-].[Cs+].[Cs+]. Product: [Cl:1][C:2]1[C:7]([Cl:8])=[CH:6][CH:5]=[CH:4][C:3]=1[S:9]([N:12]([CH2:13][O:14][CH2:15][CH2:16][Si:17]([CH3:18])([CH3:19])[CH3:20])[C:21]1[N:22]=[CH:23][C:24]([S:37][CH2:36][C@H:34]([C:33]([O:32][CH3:31])=[O:38])[NH2:35])=[N:25][C:26]=1[O:27][CH3:28])(=[O:11])=[O:10]. The catalyst class is: 10. (2) Reactant: [Cl:1][C:2]1[CH:7]=[CH:6][C:5]([CH:8]([OH:19])[C:9]2([C:12]([O:14][C:15]([CH3:18])([CH3:17])[CH3:16])=[O:13])[CH2:11][CH2:10]2)=[CH:4][C:3]=1[N+:20]([O-])=O.[H][H]. Product: [NH2:20][C:3]1[CH:4]=[C:5]([CH:8]([OH:19])[C:9]2([C:12]([O:14][C:15]([CH3:17])([CH3:16])[CH3:18])=[O:13])[CH2:10][CH2:11]2)[CH:6]=[CH:7][C:2]=1[Cl:1]. The catalyst class is: 78. (3) Reactant: Cl[C:2]1[N:3]=[C:4]([NH:11][C:12]2[CH:13]=[C:14]3[C:18](=[CH:19][CH:20]=2)[NH:17][N:16]=[CH:15]3)[C:5]2[CH2:10][O:9][CH2:8][C:6]=2[N:7]=1.Cl.[Cl:22][C:23]1[CH:24]=[C:25]2[C:29](=[CH:30][CH:31]=1)[CH2:28][NH:27][CH2:26]2. Product: [Cl:22][C:23]1[CH:24]=[C:25]2[C:29](=[CH:30][CH:31]=1)[CH2:28][N:27]([C:2]1[N:3]=[C:4]([NH:11][C:12]3[CH:13]=[C:14]4[C:18](=[CH:19][CH:20]=3)[NH:17][N:16]=[CH:15]4)[C:5]3[CH2:10][O:9][CH2:8][C:6]=3[N:7]=1)[CH2:26]2. The catalyst class is: 37. (4) Reactant: Cl.[Cl:2][C:3]1[CH:8]=[C:7]([N+:9]([O-])=O)[CH:6]=[CH:5][C:4]=1[C:12]#[C:13][CH2:14][N:15]([CH2:18][CH3:19])[CH2:16][CH3:17].C(=O)([O-])[O-].[Na+].[Na+]. Product: [Cl:2][C:3]1[CH:8]=[C:7]([NH2:9])[CH:6]=[CH:5][C:4]=1[C:12]#[C:13][CH2:14][N:15]([CH2:16][CH3:17])[CH2:18][CH3:19]. The catalyst class is: 447. (5) Reactant: [CH3:1][N:2]1[C:6]2[CH:7]=[CH:8][C:9]([N:11]3[CH:16]=[C:15]([C:17]#[N:18])[C:14](=[O:19])[NH:13][C:12]3=[O:20])=[CH:10][C:5]=2[S:4][C:3]1=[O:21].[F:22][C:23]([F:35])([F:34])[C:24]1[CH:32]=[CH:31][CH:30]=[C:29]2[C:25]=1[CH2:26][CH2:27][C@@H:28]2O.C1(P(C2C=CC=CC=2)C2C=CC=CC=2)C=CC=CC=1.N(C(OC(C)C)=O)=NC(OC(C)C)=O.Cl. The catalyst class is: 118. Product: [CH3:1][N:2]1[C:6]2[CH:7]=[CH:8][C:9]([N:11]3[CH:16]=[C:15]([C:17]#[N:18])[C:14](=[O:19])[N:13]([C@H:28]4[C:29]5[C:25](=[C:24]([C:23]([F:22])([F:34])[F:35])[CH:32]=[CH:31][CH:30]=5)[CH2:26][CH2:27]4)[C:12]3=[O:20])=[CH:10][C:5]=2[S:4][C:3]1=[O:21]. (6) Reactant: [C:1]([O:5][C:6]([C:8]1([C:15]([O:17][C:18]([CH3:21])([CH3:20])[CH3:19])=[O:16])[CH2:13][CH2:12][C:11](=[O:14])[CH2:10][CH2:9]1)=[O:7])([CH3:4])([CH3:3])[CH3:2].[BH4-].[Na+]. Product: [C:18]([O:17][C:15]([C:8]1([C:6]([O:5][C:1]([CH3:4])([CH3:3])[CH3:2])=[O:7])[CH2:9][CH2:10][CH:11]([OH:14])[CH2:12][CH2:13]1)=[O:16])([CH3:21])([CH3:20])[CH3:19]. The catalyst class is: 8.